This data is from hERG Central: cardiac toxicity at 1µM, 10µM, and general inhibition. The task is: Predict hERG channel inhibition at various concentrations. (1) The compound is COC(=O)CCCC1=CC2=C(c3ccccc3)C(=O)C(C)(OC(=O)C3CCCC3)C(=O)C2=CN1Cc1ccco1. Results: hERG_inhib (hERG inhibition (general)): blocker. (2) The drug is Cn1c(SCCCC(=O)c2ccc(Br)cc2)nnc1-c1ccncc1. Results: hERG_inhib (hERG inhibition (general)): blocker. (3) The drug is CCO[C@H]1OC(C(=O)N2CCN(Cc3ccccc3)CC2)=C[C@@H](c2cn(C(C)=O)c3ccccc23)[C@@H]1CCCO. Results: hERG_inhib (hERG inhibition (general)): blocker. (4) The drug is Cc1cc(Cl)c2oc(C(=O)N3CCN(C(=O)c4ccco4)CC3)c(C)c2c1. Results: hERG_inhib (hERG inhibition (general)): blocker. (5) The compound is COCCN=C1N[C@@H](c2ccc(Br)cc2)C(C(=O)OC)=C(C)N1Cc1ccccc1. Results: hERG_inhib (hERG inhibition (general)): blocker. (6) The compound is CC1(C)Cc2nc3sc4c(N5CCOCC5)ncnc4c3cc2CS1. Results: hERG_inhib (hERG inhibition (general)): blocker. (7) The compound is Cc1cccc(NC(=O)COc2coc(CN3CCN(Cc4ccccc4)CC3)cc2=O)c1. Results: hERG_inhib (hERG inhibition (general)): blocker. (8) The molecule is COc1ccc(-n2c(SCC(=O)Nc3ccccc3)nnc2-c2ccoc2C)cc1. Results: hERG_inhib (hERG inhibition (general)): blocker. (9) The molecule is CCN(CC(=O)NCc1ccc(F)cc1)CC(O)COCc1cccc(OC)c1. Results: hERG_inhib (hERG inhibition (general)): blocker.